Dataset: Forward reaction prediction with 1.9M reactions from USPTO patents (1976-2016). Task: Predict the product of the given reaction. Given the reactants Cl[C:2]1[C:11]2[C:6](=[CH:7][CH:8]=[CH:9][CH:10]=2)[N:5]=[CH:4][C:3]=1[I:12].[CH3:13][CH:14]1[CH:18]([SH:19])[CH2:17][CH2:16][O:15]1.[C:20](=[O:23])([O-])[O-].[Cs+].[Cs+], predict the reaction product. The product is: [I:12][C:3]1[CH:4]=[N:5][C:6]2[C:11]([C:2]=1[S:19][CH:18]1[CH2:17][CH2:16][O:15][CH:14]1[CH3:13])=[CH:10][CH:9]=[CH:8][CH:7]=2.[CH3:13][CH:14]1[CH:18]([S:19][C:3]2[CH:4]=[N:5][C:6]3[C:11]([C:2]=2[S:19][CH:18]2[CH2:14][CH2:20][O:23][CH:17]2[CH3:16])=[CH:10][CH:9]=[CH:8][CH:7]=3)[CH2:17][CH2:16][O:15]1.